From a dataset of Serine/threonine kinase 33 screen with 319,792 compounds. Binary Classification. Given a drug SMILES string, predict its activity (active/inactive) in a high-throughput screening assay against a specified biological target. (1) The compound is S1\C(C(=O)N(CCCC(=O)Nc2cc(ccc2)C(O)=O)C1=S)=C/c1cc2OCOc2cc1. The result is 0 (inactive). (2) The drug is Clc1ccc(NC(=O)C(OC(=O)c2ccc(NS(=O)(=O)c3cc4[nH]c(=O)[nH]c4cc3)cc2)C)cc1. The result is 0 (inactive).